Dataset: Catalyst prediction with 721,799 reactions and 888 catalyst types from USPTO. Task: Predict which catalyst facilitates the given reaction. (1) Reactant: [O:1]1[CH:5]=[CH:4][CH:3]=[C:2]1[C:6]1[CH:17]=[C:16]([O:18][CH3:19])[CH:15]=[CH:14][C:7]=1[O:8][CH2:9][C:10](OC)=[O:11].[NH2:20][NH2:21]. Product: [O:1]1[CH:5]=[CH:4][CH:3]=[C:2]1[C:6]1[CH:17]=[C:16]([O:18][CH3:19])[CH:15]=[CH:14][C:7]=1[O:8][CH2:9][C:10]([NH:20][NH2:21])=[O:11]. The catalyst class is: 14. (2) Reactant: [Cl:1][C:2]1[CH:3]=[C:4]([CH2:9][OH:10])[CH:5]=[N:6][C:7]=1[Cl:8].C[N+]1([O-])CCOCC1. Product: [Cl:1][C:2]1[CH:3]=[C:4]([CH:9]=[O:10])[CH:5]=[N:6][C:7]=1[Cl:8]. The catalyst class is: 678. (3) Reactant: Br[C:2]1[CH:9]=[CH:8][C:5]([C:6]#[N:7])=[C:4]([Cl:10])[CH:3]=1.[OH:11][C@:12]1([CH3:19])[C@H:16]([CH3:17])[NH:15][C:14](=[O:18])[CH2:13]1.C1(P(C2C=CC=CC=2)C2C3OC4C(=CC=CC=4P(C4C=CC=CC=4)C4C=CC=CC=4)C(C)(C)C=3C=CC=2)C=CC=CC=1.C(=O)([O-])[O-].[Cs+].[Cs+]. Product: [Cl:10][C:4]1[CH:3]=[C:2]([N:15]2[C:14](=[O:18])[CH2:13][C@@:12]([OH:11])([CH3:19])[C@@H:16]2[CH3:17])[CH:9]=[CH:8][C:5]=1[C:6]#[N:7]. The catalyst class is: 110. (4) Reactant: [CH:1]1([CH:7]([C:19]2[S:20][C:21]([C:25]3[CH:30]=[CH:29][CH:28]=[CH:27][CH:26]=3)=[CH:22][C:23]=2[CH3:24])[O:8][C:9]2[CH:18]=[CH:17][C:12]([C:13]([O:15]C)=[O:14])=[CH:11][CH:10]=2)[CH2:6][CH2:5][CH2:4][CH2:3][CH2:2]1.[OH-].[Na+].O.Cl. Product: [CH:1]1([CH:7]([C:19]2[S:20][C:21]([C:25]3[CH:30]=[CH:29][CH:28]=[CH:27][CH:26]=3)=[CH:22][C:23]=2[CH3:24])[O:8][C:9]2[CH:18]=[CH:17][C:12]([C:13]([OH:15])=[O:14])=[CH:11][CH:10]=2)[CH2:6][CH2:5][CH2:4][CH2:3][CH2:2]1. The catalyst class is: 111. (5) Reactant: O[CH:2]=[C:3]([C:6]1[C:11]([CH3:12])=[CH:10][C:9]([CH3:13])=[CH:8][C:7]=1[CH3:14])[C:4]#[N:5].[CH3:15][S:16](Cl)(=[O:18])=[O:17].O. Product: [CH3:15][S:16]([CH:2]=[C:3]([C:6]1[C:11]([CH3:12])=[CH:10][C:9]([CH3:13])=[CH:8][C:7]=1[CH3:14])[C:4]#[N:5])(=[O:18])=[O:17]. The catalyst class is: 17. (6) Reactant: [C:1]([C:3]1[C:4]([NH2:9])=[N:5][CH:6]=[CH:7][CH:8]=1)#[CH:2].[O:10]1[CH:14]=[CH:13][CH:12]=[C:11]1[CH2:15][CH2:16][C:17]1[CH:22]=[CH:21][C:20]([CH2:23][C:24](Cl)=[N:25][OH:26])=[CH:19][CH:18]=1.C(N(CC)CC)C. Product: [O:10]1[CH:14]=[CH:13][CH:12]=[C:11]1[CH2:15][CH2:16][C:17]1[CH:22]=[CH:21][C:20]([CH2:23][C:24]2[CH:2]=[C:1]([C:3]3[C:4]([NH2:9])=[N:5][CH:6]=[CH:7][CH:8]=3)[O:26][N:25]=2)=[CH:19][CH:18]=1. The catalyst class is: 7.